This data is from Reaction yield outcomes from USPTO patents with 853,638 reactions. The task is: Predict the reaction yield, written as a fraction of the theoretical maximum amount of product (1.0 means a 100% yield; for example, 0.34 means a 34% yield). (1) The reactants are [Cl:1][C:2]1[CH:7]=[CH:6][C:5]([C@H:8]([CH3:20])[C:9](N2[C@@H](C(C)C)COC2=O)=[O:10])=[CH:4][CH:3]=1.[OH:21]O.[Li+].[OH-]. The catalyst is C1COCC1.O. The product is [Cl:1][C:2]1[CH:3]=[CH:4][C:5]([C@H:8]([CH3:20])[C:9]([OH:10])=[O:21])=[CH:6][CH:7]=1. The yield is 0.850. (2) The reactants are [CH3:1][S:2](Cl)(=[O:4])=[O:3].[CH3:6][S:7]([CH2:10][CH2:11][OH:12])(=[O:9])=[O:8].CCN(C(C)C)C(C)C.CCOC(C)=O. The catalyst is C(Cl)Cl. The product is [CH3:6][S:7]([CH2:10][CH2:11][O:12][S:2]([CH3:1])(=[O:4])=[O:3])(=[O:9])=[O:8]. The yield is 0.660. (3) The reactants are [OH:1][C@@H:2]1[CH2:22][C:21]2[C@:16]([CH3:24])([CH:17]=[CH:18][C:19](=[O:23])[CH:20]=2)[C@@H:15]2[C@@H:3]1[C@H:4]1[C@:12]([CH3:25])([CH2:13][CH2:14]2)[C@@H:7]([C@H:8]([CH3:11])[CH2:9][OH:10])[CH2:6][CH2:5]1.N1C=CN=C1.[C:31]([Si:35]([CH3:38])([CH3:37])Cl)([CH3:34])([CH3:33])[CH3:32].O. The catalyst is O1CCCC1. The product is [Si:35]([O:10][CH2:9][C@@H:8]([CH3:11])[C@@H:7]1[C@:12]2([CH3:25])[C@H:4]([C@H:3]3[C@H:15]([CH2:14][CH2:13]2)[C@:16]2([CH3:24])[C:21](=[CH:20][C:19](=[O:23])[CH:18]=[CH:17]2)[CH2:22][C@H:2]3[OH:1])[CH2:5][CH2:6]1)([C:31]([CH3:34])([CH3:33])[CH3:32])([CH3:38])[CH3:37]. The yield is 0.950. (4) The reactants are [Cl:1][C:2]1[CH:3]=[C:4]([NH:12][C@H:13]([CH3:17])[C:14](O)=[O:15])[CH:5]=[CH:6][C:7]=1[C:8]([F:11])([F:10])[F:9]. The catalyst is C1COCC1. The product is [Cl:1][C:2]1[CH:3]=[C:4]([NH:12][C@H:13]([CH3:17])[CH2:14][OH:15])[CH:5]=[CH:6][C:7]=1[C:8]([F:11])([F:10])[F:9]. The yield is 0.930. (5) The reactants are Br[C:2]1[N:6]=[CH:5][N:4]([C:7]2[CH:12]=[CH:11][C:10]([O:13][C:14]([F:17])([F:16])[F:15])=[CH:9][CH:8]=2)[N:3]=1.[CH3:18][C:19]1[CH:28]=[C:27](B2OC(C)(C)C(C)(C)O2)[CH:26]=[CH:25][C:20]=1[C:21]([O:23][CH3:24])=[O:22].C(=O)(O)[O-].[Na+].O1CCOCC1. The catalyst is CCOC(C)=O.C1C=CC([P]([Pd]([P](C2C=CC=CC=2)(C2C=CC=CC=2)C2C=CC=CC=2)([P](C2C=CC=CC=2)(C2C=CC=CC=2)C2C=CC=CC=2)[P](C2C=CC=CC=2)(C2C=CC=CC=2)C2C=CC=CC=2)(C2C=CC=CC=2)C2C=CC=CC=2)=CC=1.O. The product is [CH3:18][C:19]1[CH:28]=[C:27]([C:2]2[N:6]=[CH:5][N:4]([C:7]3[CH:12]=[CH:11][C:10]([O:13][C:14]([F:17])([F:16])[F:15])=[CH:9][CH:8]=3)[N:3]=2)[CH:26]=[CH:25][C:20]=1[C:21]([O:23][CH3:24])=[O:22]. The yield is 0.620. (6) The reactants are C1(P(C2C=CC=CC=2)C2C=CC=CC=2)C=CC=CC=1.[N:20]([CH2:23][C@H:24]1[O:28][C:27](=[O:29])[N:26]([C:30]2[CH:35]=[CH:34][C:33]([S:36]([CH3:38])=[O:37])=[C:32]([F:39])[CH:31]=2)[CH2:25]1)=[N+]=[N-].O. The catalyst is O1CCCC1. The product is [NH2:20][CH2:23][C@@H:24]1[O:28][C:27](=[O:29])[N:26]([C:30]2[CH:35]=[CH:34][C:33]([S:36]([CH3:38])=[O:37])=[C:32]([F:39])[CH:31]=2)[CH2:25]1. The yield is 0.860. (7) The reactants are [F:1][C:2]1[CH:15]=[C:14]([CH2:16][CH2:17][N+:18]([O-:20])=O)[CH:13]=[CH:12][C:3]=1[O:4][CH2:5][C:6]1[CH:11]=[CH:10][CH:9]=[CH:8][N:7]=1.C[O-].[Li+].C(=O)(O)[O-].[Na+].[C:29]([C:31]1[C:32]([NH2:38])=[N:33][C:34]([NH2:37])=[CH:35][CH:36]=1)#[CH:30].C(N(CC)CC)C. The catalyst is [Ti](Cl)(Cl)(Cl)Cl.O.O1CCCC1.C(OCC)(=O)C.CO. The product is [F:1][C:2]1[CH:15]=[C:14]([CH:13]=[CH:12][C:3]=1[O:4][CH2:5][C:6]1[CH:11]=[CH:10][CH:9]=[CH:8][N:7]=1)[CH2:16][C:17]1[CH:30]=[C:29]([C:31]2[C:32]([NH2:38])=[N:33][C:34]([NH2:37])=[CH:35][CH:36]=2)[O:20][N:18]=1. The yield is 0.397. (8) The yield is 0.310. The product is [OH:1][CH2:2][C:3]1[C:4]([C:20]([F:22])([F:21])[F:23])=[N:5][N:6]([CH2:8][C:9]2[N:10]([CH3:27])[C:11](=[O:19])[C:12]3[CH:17]=[C:16]([CH3:18])[S:15][C:13]=3[N:14]=2)[CH:7]=1. The catalyst is CN(C=O)C. The reactants are [OH:1][CH2:2][C:3]1[C:4]([C:20]([F:23])([F:22])[F:21])=[N:5][N:6]([CH2:8][C:9]2[NH:10][C:11](=[O:19])[C:12]3[CH:17]=[C:16]([CH3:18])[S:15][C:13]=3[N:14]=2)[CH:7]=1.[H-].[Na+].I[CH3:27].Cl.